From a dataset of Reaction yield outcomes from USPTO patents with 853,638 reactions. Predict the reaction yield, written as a fraction of the theoretical maximum amount of product (1.0 means a 100% yield; for example, 0.34 means a 34% yield). (1) The reactants are [O:1]=[C:2]([CH2:10][CH2:11][CH2:12][CH2:13][C:14]1[CH:23]=[CH:22][C:21]2[CH2:20][CH2:19][CH2:18][NH:17][C:16]=2[N:15]=1)[CH2:3]P(=O)(OC)OC.[Cl:24][C:25]1[CH:32]=[CH:31][C:28]([CH:29]=O)=[CH:27][C:26]=1[C:33]([F:36])([F:35])[F:34].CC([O-])(C)C.[K+].O. The catalyst is C1COCC1.CCOC(C)=O. The product is [Cl:24][C:25]1[CH:32]=[CH:31][C:28](/[CH:29]=[CH:3]/[C:2](=[O:1])[CH2:10][CH2:11][CH2:12][CH2:13][C:14]2[CH:23]=[CH:22][C:21]3[CH2:20][CH2:19][CH2:18][NH:17][C:16]=3[N:15]=2)=[CH:27][C:26]=1[C:33]([F:34])([F:35])[F:36]. The yield is 0.900. (2) The reactants are [Cl:1][C:2]1[C:7]([N+:8]([O-])=O)=[C:6]([NH:11][CH3:12])[CH:5]=[C:4]([Cl:13])[N:3]=1.[Sn](Cl)Cl.Cl.[OH-].[Na+]. The catalyst is CO. The product is [Cl:1][C:2]1[C:7]([NH2:8])=[C:6]([NH:11][CH3:12])[CH:5]=[C:4]([Cl:13])[N:3]=1. The yield is 0.960. (3) The reactants are [CH3:1][NH:2][C:3]([C:5]1[CH:6]=[C:7]2[C:12](=[CH:13][C:14]=1[O:15][CH3:16])[N:11]=[CH:10][CH:9]=[C:8]2[O:17][C:18]1[CH:23]=[CH:22][C:21]([Cl:24])=[C:20]([NH2:25])[CH:19]=1)=[O:4].[N:26]1[CH:31]=C[CH:29]=[CH:28][CH:27]=1.ClC(OC1C=CC=CC=1)=[O:34].C1(N)CC1. The catalyst is CN(C)C=O.O.C(OCC)(=O)C. The product is [CH3:1][NH:2][C:3]([C:5]1[CH:6]=[C:7]2[C:12](=[CH:13][C:14]=1[O:15][CH3:16])[N:11]=[CH:10][CH:9]=[C:8]2[O:17][C:18]1[CH:23]=[CH:22][C:21]([Cl:24])=[C:20]([NH:25][C:31]([NH:26][CH:27]2[CH2:29][CH2:28]2)=[O:34])[CH:19]=1)=[O:4]. The yield is 0.743. (4) The product is [C:40]([NH:39][C:37]1[S:38][C:34]2[C:33]([C:45]#[N:46])=[C:32]([O:31][C:30]3[CH:29]=[C:28]([NH:27][C:6](=[O:8])[C:5]4[CH:9]=[CH:10][C:2]([Cl:1])=[C:3]([C:11]([C:14]#[N:15])([CH3:13])[CH3:12])[CH:4]=4)[CH:49]=[CH:48][CH:47]=3)[CH:44]=[CH:43][C:35]=2[N:36]=1)(=[O:42])[CH3:41]. The catalyst is O1CCCC1.C(OCC)(=O)C. The reactants are [Cl:1][C:2]1[CH:10]=[CH:9][C:5]([C:6]([OH:8])=O)=[CH:4][C:3]=1[C:11]([C:14]#[N:15])([CH3:13])[CH3:12].C(Cl)(=O)C(Cl)=O.CN(C)C=O.[NH2:27][C:28]1[CH:29]=[C:30]([CH:47]=[CH:48][CH:49]=1)[O:31][C:32]1[CH:44]=[CH:43][C:35]2[N:36]=[C:37]([NH:39][C:40](=[O:42])[CH3:41])[S:38][C:34]=2[C:33]=1[C:45]#[N:46]. The yield is 0.660. (5) The reactants are [C:1]([CH2:4][CH2:5][C:6]1[C:7]([CH3:13])=[C:8]([CH:11]=O)[NH:9][CH:10]=1)([OH:3])=[O:2].[CH3:14][C:15]1[CH:16]=[C:17]2[C:21](=[CH:22][CH:23]=1)[NH:20][C:19](=[O:24])[CH2:18]2.N1CCCCC1. The catalyst is C(O)C. The product is [CH3:13][C:7]1[C:6]([CH2:5][CH2:4][C:1]([OH:3])=[O:2])=[CH:10][NH:9][C:8]=1[CH:11]=[C:18]1[C:17]2[C:21](=[CH:22][CH:23]=[C:15]([CH3:14])[CH:16]=2)[NH:20][C:19]1=[O:24]. The yield is 0.420. (6) The reactants are [F:1][C:2]([F:36])([F:35])[CH2:3][NH:4][C:5]([C:7]1[N:8]=[C:9]([C:28]2[CH:33]=[CH:32][CH:31]=[CH:30][C:29]=2[Cl:34])[N:10]([C:12]2[CH:17]=[CH:16][C:15]([C:18]3[CH:23]=[CH:22][CH:21]=[C:20]([S:24]([CH3:27])(=[O:26])=[O:25])[CH:19]=3)=[CH:14][CH:13]=2)[CH:11]=1)=O.COC1C=CC(P2(SP(C3C=CC(OC)=CC=3)(=S)S2)=[S:46])=CC=1.C1(C)C=CC=CC=1.C1C=CC=CC=1. The catalyst is CCOCC. The product is [F:1][C:2]([F:36])([F:35])[CH2:3][NH:4][C:5]([C:7]1[N:8]=[C:9]([C:28]2[CH:33]=[CH:32][CH:31]=[CH:30][C:29]=2[Cl:34])[N:10]([C:12]2[CH:17]=[CH:16][C:15]([C:18]3[CH:23]=[CH:22][CH:21]=[C:20]([S:24]([CH3:27])(=[O:26])=[O:25])[CH:19]=3)=[CH:14][CH:13]=2)[CH:11]=1)=[S:46]. The yield is 0.790. (7) The reactants are [F:1][C:2]1[CH:15]=[CH:14][CH:13]=[C:12]([N+:16]([O-])=O)[C:3]=1[C:4]([NH:6][C@H:7]([CH3:11])[C:8]([OH:10])=[O:9])=[O:5]. The catalyst is CC(O)=O.[Fe]. The product is [NH2:16][C:12]1[CH:13]=[CH:14][CH:15]=[C:2]([F:1])[C:3]=1[C:4]([NH:6][C@H:7]([CH3:11])[C:8]([OH:10])=[O:9])=[O:5]. The yield is 0.720. (8) The reactants are [Br:1][C:2]1[CH:7]=[CH:6][C:5]([CH2:8]Br)=[CH:4][C:3]=1[CH3:10].[C:11]([C:13]1[CH:18]=[CH:17][C:16](B(O)O)=[CH:15][CH:14]=1)#[N:12].C(O[K])(C)=O.O. The catalyst is O1CCOCC1.Cl[Pd](Cl)([P](C1C=CC=CC=1)(C1C=CC=CC=1)C1C=CC=CC=1)[P](C1C=CC=CC=1)(C1C=CC=CC=1)C1C=CC=CC=1. The product is [Br:1][C:2]1[CH:7]=[CH:6][C:5]([CH2:8][C:16]2[CH:17]=[CH:18][C:13]([C:11]#[N:12])=[CH:14][CH:15]=2)=[CH:4][C:3]=1[CH3:10]. The yield is 0.650. (9) The reactants are [C:1]([O:4][CH2:5][C:6]1[CH:7]=[N:8][C:9](Cl)=[CH:10][CH:11]=1)(=[O:3])[CH3:2].C([O-])([O-])=O.[K+].[K+].O.B1(C=C)OB([CH:26]=[CH2:27])OB(C=C)O1.C1C=CN=CC=1. The catalyst is COCCOC. The product is [C:1]([O:4][CH2:5][C:6]1[CH:7]=[N:8][C:9]([CH:26]=[CH2:27])=[CH:10][CH:11]=1)(=[O:3])[CH3:2]. The yield is 0.900. (10) The reactants are [Br:1][C:2]1[CH:14]=[CH:13][C:5]([O:6][CH2:7][C:8]2[S:9][CH:10]=[CH:11][N:12]=2)=[CH:4][C:3]=1[N+:15]([O-])=O.[NH4+].[Cl-]. The catalyst is CCO.O.[Fe]. The product is [Br:1][C:2]1[CH:14]=[CH:13][C:5]([O:6][CH2:7][C:8]2[S:9][CH:10]=[CH:11][N:12]=2)=[CH:4][C:3]=1[NH2:15]. The yield is 0.770.